Dataset: Peptide-MHC class I binding affinity with 185,985 pairs from IEDB/IMGT. Task: Regression. Given a peptide amino acid sequence and an MHC pseudo amino acid sequence, predict their binding affinity value. This is MHC class I binding data. (1) The peptide sequence is MAWLFFWAI. The MHC is HLA-B83:01 with pseudo-sequence HLA-B83:01. The binding affinity (normalized) is 0.213. (2) The peptide sequence is QINELHHSK. The binding affinity (normalized) is 0.0847. The MHC is HLA-B15:17 with pseudo-sequence HLA-B15:17. (3) The peptide sequence is THLEVCFMY. The MHC is HLA-B15:09 with pseudo-sequence HLA-B15:09. The binding affinity (normalized) is 0.0847. (4) The peptide sequence is STHMENILK. The MHC is HLA-A24:03 with pseudo-sequence HLA-A24:03. The binding affinity (normalized) is 0.0847. (5) The peptide sequence is SMFVATAM. The MHC is H-2-Kb with pseudo-sequence H-2-Kb. The binding affinity (normalized) is 0.556. (6) The peptide sequence is VLALYSPPL. The MHC is HLA-A02:06 with pseudo-sequence HLA-A02:06. The binding affinity (normalized) is 0.678. (7) The peptide sequence is FLQQRKPPL. The MHC is HLA-A03:01 with pseudo-sequence HLA-A03:01. The binding affinity (normalized) is 0.0847. (8) The binding affinity (normalized) is 0.623. The peptide sequence is ETPDDKVFI. The MHC is Mamu-A01 with pseudo-sequence Mamu-A01.